Dataset: Full USPTO retrosynthesis dataset with 1.9M reactions from patents (1976-2016). Task: Predict the reactants needed to synthesize the given product. (1) The reactants are: CC(OC(/N=N/C(OC(C)C)=O)=O)C.[F:15][C:16]([F:34])([F:33])[C:17]1[N:21]2[N:22]=[C:23]([N:26]3[CH2:31][CH2:30][CH:29]([OH:32])[CH2:28][CH2:27]3)[CH:24]=[CH:25][C:20]2=[N:19][N:18]=1.[CH2:35]([O:42][C:43]1[CH:48]=[CH:47][C:46](O)=[CH:45][CH:44]=1)[C:36]1[CH:41]=[CH:40][CH:39]=[CH:38][CH:37]=1.C1(P(C2C=CC=CC=2)C2C=CC=CC=2)C=CC=CC=1. Given the product [CH2:35]([O:42][C:43]1[CH:48]=[CH:47][C:46]([O:32][CH:29]2[CH2:30][CH2:31][N:26]([C:23]3[CH:24]=[CH:25][C:20]4[N:21]([C:17]([C:16]([F:15])([F:33])[F:34])=[N:18][N:19]=4)[N:22]=3)[CH2:27][CH2:28]2)=[CH:45][CH:44]=1)[C:36]1[CH:41]=[CH:40][CH:39]=[CH:38][CH:37]=1, predict the reactants needed to synthesize it. (2) Given the product [Cl:27][C:20]1[N:19]=[C:18]([NH:16][CH2:15][CH2:14][CH2:13][N:7]2[CH2:12][CH2:11][CH2:10][CH2:9][CH2:8]2)[C:23]([N+:24]([O-:26])=[O:25])=[CH:22][CH:21]=1, predict the reactants needed to synthesize it. The reactants are: C(=O)([O-])[O-].[K+].[K+].[N:7]1([CH2:13][CH2:14][CH2:15][NH2:16])[CH2:12][CH2:11][CH2:10][CH2:9][CH2:8]1.Cl[C:18]1[C:23]([N+:24]([O-:26])=[O:25])=[CH:22][CH:21]=[C:20]([Cl:27])[N:19]=1.